This data is from Full USPTO retrosynthesis dataset with 1.9M reactions from patents (1976-2016). The task is: Predict the reactants needed to synthesize the given product. (1) Given the product [Cl:1][C:2]1[CH:7]=[C:6]([Cl:8])[CH:5]=[C:4]([Cl:9])[C:3]=1[CH2:10][C:11](=[O:17])[CH3:12], predict the reactants needed to synthesize it. The reactants are: [Cl:1][C:2]1[CH:7]=[C:6]([Cl:8])[CH:5]=[C:4]([Cl:9])[C:3]=1/[CH:10]=[C:11](/[N+]([O-])=O)\[CH3:12].Cl.[OH2:17]. (2) Given the product [F:1][C:2]1[CH:26]=[CH:25][CH:24]=[C:23]([F:27])[C:3]=1[CH2:4][O:5][C:6]1[N:11]2[N:12]=[C:13]([CH2:19][CH2:20][CH3:21])[C:14]([C:15]([OH:17])=[O:16])=[C:10]2[CH:9]=[C:8]([CH3:22])[CH:7]=1, predict the reactants needed to synthesize it. The reactants are: [F:1][C:2]1[CH:26]=[CH:25][CH:24]=[C:23]([F:27])[C:3]=1[CH2:4][O:5][C:6]1[N:11]2[N:12]=[C:13]([CH2:19][CH2:20][CH3:21])[C:14]([C:15]([O:17]C)=[O:16])=[C:10]2[CH:9]=[C:8]([CH3:22])[CH:7]=1.[OH-].[Na+].Cl.